This data is from Forward reaction prediction with 1.9M reactions from USPTO patents (1976-2016). The task is: Predict the product of the given reaction. (1) Given the reactants [N:1]1[CH:6]=[CH:5][CH:4]=[N:3][C:2]=1[O:7][CH:8]([C:10]1[CH:18]=[CH:17][C:13]([C:14]([OH:16])=O)=[CH:12][CH:11]=1)[CH3:9].Cl.CN(C)CCCN=C=NCC.C(N(CC)CC)C.[NH2:38][CH2:39][C:40]1[C:41]([OH:48])=[N:42][C:43]([CH3:47])=[CH:44][C:45]=1[CH3:46], predict the reaction product. The product is: [OH:48][C:41]1[C:40]([CH2:39][NH:38][C:14](=[O:16])[C:13]2[CH:12]=[CH:11][C:10]([CH:8]([O:7][C:2]3[N:1]=[CH:6][CH:5]=[CH:4][N:3]=3)[CH3:9])=[CH:18][CH:17]=2)=[C:45]([CH3:46])[CH:44]=[C:43]([CH3:47])[N:42]=1. (2) Given the reactants [Br-:1].[OH:2][CH2:3][C@H:4]1[CH2:8][CH2:7][CH2:6][N+:5]1([CH2:10][C:11](=[O:18])[NH:12]C1C=CON=1)[CH3:9].[H-].[Na+].[CH:21]1([C:27]([OH:37])([C:31]2[CH:36]=[CH:35][CH:34]=[CH:33][CH:32]=2)[C:28]([OH:30])=O)[CH2:26][CH2:25][CH2:24][CH2:23][CH2:22]1.C1N=CN(C(N2C=[N:48][CH:47]=[CH:46]2)=O)C=1.[Na].CN([CH:54]=[O:55])C, predict the reaction product. The product is: [Br-:1].[CH:21]1([C:27]([OH:37])([C:31]2[CH:36]=[CH:35][CH:34]=[CH:33][CH:32]=2)[C:28]([O:2][CH2:3][CH:4]2[CH2:8][CH2:7][CH2:6][N+:5]2([CH:10]([C:47]2[CH:46]=[CH:54][O:55][N:48]=2)[C:11](=[O:18])[NH2:12])[CH3:9])=[O:30])[CH2:22][CH2:23][CH2:24][CH2:25][CH2:26]1.